From a dataset of Full USPTO retrosynthesis dataset with 1.9M reactions from patents (1976-2016). Predict the reactants needed to synthesize the given product. (1) The reactants are: [N+:1]([C:4]1[CH:5]=[C:6]([OH:10])[CH:7]=[CH:8][CH:9]=1)([O-:3])=[O:2].Br[C:12]([CH3:19])([CH3:18])[C:13]([O:15][CH2:16][CH3:17])=[O:14].C([O-])([O-])=O.[K+].[K+].[I-].[K+].C([O-])(O)=O.[Na+]. Given the product [CH3:18][C:12]([O:10][C:6]1[CH:7]=[CH:8][CH:9]=[C:4]([N+:1]([O-:3])=[O:2])[CH:5]=1)([CH3:19])[C:13]([O:15][CH2:16][CH3:17])=[O:14], predict the reactants needed to synthesize it. (2) Given the product [Cl:1][C:2]1[CH:3]=[C:4]([CH:17]=[CH:18][C:19]=1[Cl:20])[CH2:5][C:6]1[CH:16]=[CH:15][C:9]([C:10]([OH:12])=[O:11])=[CH:8][CH:7]=1, predict the reactants needed to synthesize it. The reactants are: [Cl:1][C:2]1[CH:3]=[C:4]([CH:17]=[CH:18][C:19]=1[Cl:20])[CH2:5][C:6]1[CH:16]=[CH:15][C:9]([C:10]([O:12]CC)=[O:11])=[CH:8][CH:7]=1.[OH-].[Li+]. (3) Given the product [S:1]1[C:5]2[CH:6]=[CH:7][CH:8]=[CH:9][C:4]=2[N:3]=[C:2]1[N:10]1[C:15](=[O:14])[CH:16]=[C:17]([C:19]2[CH:24]=[CH:23][CH:22]=[C:21]([I:25])[CH:20]=2)[NH:11]1, predict the reactants needed to synthesize it. The reactants are: [S:1]1[C:5]2[CH:6]=[CH:7][CH:8]=[CH:9][C:4]=2[N:3]=[C:2]1[NH:10][NH2:11].C([O:14][C:15](=O)[CH2:16][C:17]([C:19]1[CH:24]=[CH:23][CH:22]=[C:21]([I:25])[CH:20]=1)=O)C.O. (4) Given the product [CH3:16][C:13]1([CH3:17])[N:12]([CH2:18][C:19]2[CH:26]=[CH:25][CH:24]=[C:21]([CH3:22])[CH:20]=2)[N:11]([CH:2]2[CH:3]3[CH2:4][CH:5]4[CH2:6][CH:7]([CH2:8][CH:1]2[CH2:10]4)[CH2:9]3)[C:14]1=[O:15], predict the reactants needed to synthesize it. The reactants are: [CH:1]12[CH2:10][CH:5]3[CH2:6][CH:7]([CH2:9][CH:3]([CH2:4]3)[CH:2]1[N:11]1[C:14](=[O:15])[C:13]([CH3:17])([CH3:16])[NH:12]1)[CH2:8]2.[CH3:18][C:19]1[CH:20]=[C:21]([CH:24]=[CH:25][CH:26]=1)[CH2:22]Br. (5) Given the product [C:34]([NH:33][CH2:32][CH2:31][NH:30][C:24]([C:14]1[C:15](=[O:23])[N:16]([CH2:19][CH2:20][CH2:21][OH:22])[C:17]2[C:12]([C:13]=1[OH:29])=[N:11][CH:10]=[C:9]([CH2:8][C:5]1[CH:4]=[CH:3][C:2]([F:1])=[CH:7][CH:6]=1)[CH:18]=2)=[O:25])(=[O:36])[CH3:35], predict the reactants needed to synthesize it. The reactants are: [F:1][C:2]1[CH:7]=[CH:6][C:5]([CH2:8][C:9]2[CH:18]=[C:17]3[C:12]([C:13]([OH:29])=[C:14]([C:24](OCC)=[O:25])[C:15](=[O:23])[N:16]3[CH2:19][CH2:20][CH2:21][OH:22])=[N:11][CH:10]=2)=[CH:4][CH:3]=1.[NH2:30][CH2:31][CH2:32][NH:33][C:34](=[O:36])[CH3:35]. (6) Given the product [Br:9][C:5]1[CH:6]=[C:7]2[NH:8][C:16]([C:15]3[CH:19]=[CH:20][CH:21]=[C:13]([O:12][CH2:10][CH3:11])[CH:14]=3)=[N:1][C:2]2=[N:3][CH:4]=1, predict the reactants needed to synthesize it. The reactants are: [NH2:1][C:2]1[C:7]([NH2:8])=[CH:6][C:5]([Br:9])=[CH:4][N:3]=1.[CH2:10]([O:12][C:13]1[CH:14]=[C:15]([CH:19]=[CH:20][CH:21]=1)[C:16](O)=O)[CH3:11].P(Cl)(Cl)(Cl)=O.[OH-].[Na+]. (7) Given the product [Br:6][CH2:5][CH:7]1[O:9][C:8](=[O:22])[N:16]([C:10]2[CH:15]=[CH:14][CH:13]=[CH:12][CH:11]=2)[CH2:17]1, predict the reactants needed to synthesize it. The reactants are: [I-].[Sm+3].[I-].[I-].[CH2:5]([CH:7]1[O:9][CH2:8]1)[Br:6].[C:10]1([N:16]=[C:17]=O)[CH:15]=[CH:14][CH:13]=[CH:12][CH:11]=1.C1C[O:22]CC1.